Task: Predict the reaction yield, written as a fraction of the theoretical maximum amount of product (1.0 means a 100% yield; for example, 0.34 means a 34% yield).. Dataset: Reaction yield outcomes from USPTO patents with 853,638 reactions (1) The reactants are [Cl:1][CH:2]([C:6]1[CH:11]=[CH:10][CH:9]=[CH:8][CH:7]=1)[C:3](Cl)=[O:4].C(N([CH2:17][CH3:18])CC)C.C[OH:20]. The catalyst is O. The product is [Cl:1][CH:2]([C:6]1[CH:11]=[CH:10][CH:9]=[CH:8][CH:7]=1)[C:3]([O:20][CH2:17][CH3:18])=[O:4]. The yield is 0.834. (2) The reactants are [CH3:1][C:2]1[CH:3]=[C:4]([C:8](O)=[CH:9][C:10]2[CH:15]=[CH:14][N:13]=[CH:12][N:11]=2)[CH:5]=[CH:6][CH:7]=1.C([O-])(=O)C.[Na+].BrBr.[NH2:24][C:25]([NH2:27])=[S:26].C(=O)([O-])O.[Na+]. The catalyst is C(O)(=O)C. The product is [CH3:1][C:2]1[CH:3]=[C:4]([C:8]2[N:24]=[C:25]([NH2:27])[S:26][C:9]=2[C:10]2[CH:15]=[CH:14][N:13]=[CH:12][N:11]=2)[CH:5]=[CH:6][CH:7]=1. The yield is 0.890.